From a dataset of Cav3 T-type calcium channel HTS with 100,875 compounds. Binary Classification. Given a drug SMILES string, predict its activity (active/inactive) in a high-throughput screening assay against a specified biological target. The result is 0 (inactive). The molecule is S(c1nc(nc2c3c(oc12)cccc3)C)CC(=O)c1sccc1.